From a dataset of NCI-60 drug combinations with 297,098 pairs across 59 cell lines. Regression. Given two drug SMILES strings and cell line genomic features, predict the synergy score measuring deviation from expected non-interaction effect. (1) Cell line: SK-MEL-28. Synergy scores: CSS=24.9, Synergy_ZIP=-6.00, Synergy_Bliss=0.743, Synergy_Loewe=-3.25, Synergy_HSA=1.61. Drug 1: C1C(C(OC1N2C=NC3=C(N=C(N=C32)Cl)N)CO)O. Drug 2: CCC1=C2CN3C(=CC4=C(C3=O)COC(=O)C4(CC)O)C2=NC5=C1C=C(C=C5)O. (2) Drug 1: CC1C(C(=O)NC(C(=O)N2CCCC2C(=O)N(CC(=O)N(C(C(=O)O1)C(C)C)C)C)C(C)C)NC(=O)C3=C4C(=C(C=C3)C)OC5=C(C(=O)C(=C(C5=N4)C(=O)NC6C(OC(=O)C(N(C(=O)CN(C(=O)C7CCCN7C(=O)C(NC6=O)C(C)C)C)C)C(C)C)C)N)C. Drug 2: C1=NNC2=C1C(=O)NC=N2. Cell line: UO-31. Synergy scores: CSS=-1.98, Synergy_ZIP=0.934, Synergy_Bliss=0.365, Synergy_Loewe=-2.97, Synergy_HSA=-3.00. (3) Drug 1: C1CN1P(=S)(N2CC2)N3CC3. Drug 2: CC1CCCC2(C(O2)CC(NC(=O)CC(C(C(=O)C(C1O)C)(C)C)O)C(=CC3=CSC(=N3)C)C)C. Cell line: HL-60(TB). Synergy scores: CSS=81.5, Synergy_ZIP=1.36, Synergy_Bliss=1.35, Synergy_Loewe=-3.90, Synergy_HSA=2.52.